Dataset: Full USPTO retrosynthesis dataset with 1.9M reactions from patents (1976-2016). Task: Predict the reactants needed to synthesize the given product. (1) Given the product [C:1]1([C:27]2[CH:32]=[CH:31][CH:30]=[CH:29][CH:28]=2)[CH:6]=[CH:5][C:4]([O:7][CH2:8][CH2:9][CH2:10][CH2:11][C:12]([C:14]2[CH:19]=[CH:18][C:17]([CH2:20][C@H:21]([O:25][CH3:26])[C:22]([OH:24])=[O:23])=[CH:16][CH:15]=2)=[N:33][OH:34])=[CH:3][CH:2]=1, predict the reactants needed to synthesize it. The reactants are: [C:1]1([C:27]2[CH:32]=[CH:31][CH:30]=[CH:29][CH:28]=2)[CH:6]=[CH:5][C:4]([O:7][CH2:8][CH2:9][CH2:10][CH2:11][C:12]([C:14]2[CH:19]=[CH:18][C:17]([CH2:20][C@H:21]([O:25][CH3:26])[C:22]([OH:24])=[O:23])=[CH:16][CH:15]=2)=O)=[CH:3][CH:2]=1.[NH2:33][OH:34]. (2) Given the product [CH:1]1([N:7]2[C:12]([OH:13])=[C:11]([C:14]([NH:16][CH2:17][C:18]([OH:20])=[O:19])=[O:15])[C:10](=[O:23])[N:9]([CH2:34][C:33]3[CH:36]=[CH:37][C:38]([CH3:40])=[CH:39][C:32]=3[CH3:31])[C:8]2=[O:24])[CH2:2][CH2:3][CH2:4][CH2:5][CH2:6]1, predict the reactants needed to synthesize it. The reactants are: [CH:1]1([N:7]2[C:12]([OH:13])=[C:11]([C:14]([NH:16][CH2:17][C:18]([O:20]CC)=[O:19])=[O:15])[C:10](=[O:23])[NH:9][C:8]2=[O:24])[CH2:6][CH2:5][CH2:4][CH2:3][CH2:2]1.C(=O)([O-])[O-].[K+].[K+].[CH3:31][C:32]1[CH:39]=[C:38]([CH3:40])[CH:37]=[CH:36][C:33]=1[CH2:34]Br.Cl. (3) Given the product [CH2:1]([O:3][N:4]1[C:5]([CH3:13])([CH3:14])[CH2:6][C:7]([CH2:16][C:15]#[N:17])([OH:12])[CH2:8][C:9]1([CH3:11])[CH3:10])[CH3:2], predict the reactants needed to synthesize it. The reactants are: [CH2:1]([O:3][N:4]1[C:9]([CH3:11])([CH3:10])[CH2:8][C:7](=[O:12])[CH2:6][C:5]1([CH3:14])[CH3:13])[CH3:2].[C:15](#[N:17])[CH3:16].C([Li])CCC. (4) Given the product [CH2:16]([N:5]([CH2:3][CH3:4])[C:6](=[O:15])[CH:7]([CH2:29][CH2:30][O:31][CH2:32][CH2:33][O:34][CH2:35][CH2:36][O:37][CH2:38][CH2:39][O:40][CH:41]1[CH2:46][CH2:45][CH2:44][CH2:43][O:42]1)[C:8]([N:10]([CH2:13][CH3:14])[CH2:11][CH3:12])=[O:9])[CH3:17], predict the reactants needed to synthesize it. The reactants are: [H-].[Na+].[CH2:3]([N:5]([CH2:16][CH3:17])[C:6](=[O:15])[CH2:7][C:8]([N:10]([CH2:13][CH3:14])[CH2:11][CH3:12])=[O:9])[CH3:4].CC1C=CC(S(O[CH2:29][CH2:30][O:31][CH2:32][CH2:33][O:34][CH2:35][CH2:36][O:37][CH2:38][CH2:39][O:40][CH:41]2[CH2:46][CH2:45][CH2:44][CH2:43][O:42]2)(=O)=O)=CC=1. (5) Given the product [C:1]([O:5][C:6](=[O:15])[NH:7][C:8]1[S:9][CH:10]=[C:11]([CH:13]=[O:14])[N:12]=1)([CH3:4])([CH3:2])[CH3:3], predict the reactants needed to synthesize it. The reactants are: [C:1]([O:5][C:6](=[O:15])[NH:7][C:8]1[S:9][CH:10]=[C:11]([CH2:13][OH:14])[N:12]=1)([CH3:4])([CH3:3])[CH3:2]. (6) Given the product [Cl:9][C:6]1[N:5]=[C:4]([C:10]#[C:11][CH:12]2[CH2:14][CH2:13]2)[N:3]=[C:2]([NH:22][C:21]2[CH:23]=[CH:24][C:18]([O:17][CH:16]([F:15])[F:25])=[CH:19][CH:20]=2)[C:7]=1[F:8], predict the reactants needed to synthesize it. The reactants are: Cl[C:2]1[C:7]([F:8])=[C:6]([Cl:9])[N:5]=[C:4]([C:10]#[C:11][CH:12]2[CH2:14][CH2:13]2)[N:3]=1.[F:15][CH:16]([F:25])[O:17][C:18]1[CH:24]=[CH:23][C:21]([NH2:22])=[CH:20][CH:19]=1. (7) The reactants are: B(Br)(Br)Br.[Cl:5][C:6]1[CH:7]=[C:8]([C:13]2([C:24]([F:27])([F:26])[F:25])[S:17][C:16]3[CH:18]=[CH:19][C:20]([O:22]C)=[CH:21][C:15]=3[CH2:14]2)[CH:9]=[C:10]([Cl:12])[CH:11]=1.CO. Given the product [Cl:5][C:6]1[CH:7]=[C:8]([C:13]2([C:24]([F:26])([F:27])[F:25])[S:17][C:16]3[CH:18]=[CH:19][C:20]([OH:22])=[CH:21][C:15]=3[CH2:14]2)[CH:9]=[C:10]([Cl:12])[CH:11]=1, predict the reactants needed to synthesize it.